From a dataset of Full USPTO retrosynthesis dataset with 1.9M reactions from patents (1976-2016). Predict the reactants needed to synthesize the given product. (1) Given the product [CH2:1]([O:8][C:9]1[CH:10]=[C:11]([C:15]2[N:16]=[C:17]([C:18]([CH3:21])([CH3:20])[CH3:19])[N:24]3[CH:25]=[CH:26][N:27]=[C:28]([NH2:46])[C:23]=23)[CH:12]=[CH:13][CH:14]=1)[C:2]1[CH:7]=[CH:6][CH:5]=[CH:4][CH:3]=1, predict the reactants needed to synthesize it. The reactants are: [CH2:1]([O:8][C:9]1[CH:10]=[C:11]([CH:15]([C:23]2[C:28](Cl)=[N:27][CH:26]=[CH:25][N:24]=2)[NH:16][C:17](=O)[C:18]([CH3:21])([CH3:20])[CH3:19])[CH:12]=[CH:13][CH:14]=1)[C:2]1[CH:7]=[CH:6][CH:5]=[CH:4][CH:3]=1.C(OC1C=C(C(N)C2C(Cl)=NC=C[N:46]=2)C=CC=1)C1C=CC=CC=1.CCN(CC)CC.C(Cl)(=O)C(C)(C)C. (2) Given the product [CH3:9][C:8]([CH3:11])([CH3:10])[C:7]([O:13][CH2:14][N:15]1[C:24](=[O:25])[C:23]2[C:18](=[CH:19][C:20]([CH3:28])=[C:21]([CH2:26][N:44]([CH2:45][C:46]#[CH:47])[C:42]3[CH:41]=[CH:40][C:32]([C:33]([O:35][C:36]([CH3:38])([CH3:39])[CH3:37])=[O:34])=[C:31]([F:30])[CH:43]=3)[CH:22]=2)[N:17]=[C:16]1[CH3:29])=[O:12], predict the reactants needed to synthesize it. The reactants are: C(=O)([O-])O.[Na+].Br.[C:7]([O:13][CH2:14][N:15]1[C:24](=[O:25])[C:23]2[C:18](=[CH:19][C:20]([CH3:28])=[C:21]([CH2:26]Br)[CH:22]=2)[N:17]=[C:16]1[CH3:29])(=[O:12])[C:8]([CH3:11])([CH3:10])[CH3:9].[F:30][C:31]1[CH:43]=[C:42]([NH:44][CH2:45][C:46]#[CH:47])[CH:41]=[CH:40][C:32]=1[C:33]([O:35][C:36]([CH3:39])([CH3:38])[CH3:37])=[O:34].N1C(C)=CC=CC=1C.Cl.